This data is from Retrosynthesis with 50K atom-mapped reactions and 10 reaction types from USPTO. The task is: Predict the reactants needed to synthesize the given product. (1) The reactants are: CSc1ncncc1C1c2c(F)cccc2C(=O)C1(C)C. Given the product CSc1ncncc1C1c2c(F)cccc2CC1(C)C, predict the reactants needed to synthesize it. (2) Given the product COc1ccc2c(c1)CCCC2NC(=S)NCc1ccc(Cl)cc1, predict the reactants needed to synthesize it. The reactants are: COc1ccc2c(c1)CCCC2N.S=C=NCc1ccc(Cl)cc1. (3) Given the product CC(O)c1ccc(Cl)nc1, predict the reactants needed to synthesize it. The reactants are: CC(=O)c1ccc(Cl)nc1.